The task is: Regression. Given a peptide amino acid sequence and an MHC pseudo amino acid sequence, predict their binding affinity value. This is MHC class I binding data.. This data is from Peptide-MHC class I binding affinity with 185,985 pairs from IEDB/IMGT. (1) The peptide sequence is FTERSDKSY. The binding affinity (normalized) is 0.0847. The MHC is HLA-A03:01 with pseudo-sequence HLA-A03:01. (2) The peptide sequence is GLYSSTVPV. The MHC is HLA-A33:01 with pseudo-sequence HLA-A33:01. The binding affinity (normalized) is 0. (3) The peptide sequence is LLVKMINHLK. The MHC is HLA-A68:01 with pseudo-sequence HLA-A68:01. The binding affinity (normalized) is 0.385. (4) The peptide sequence is IMKVVNRWL. The MHC is HLA-B44:02 with pseudo-sequence HLA-B44:02. The binding affinity (normalized) is 0.0847.